This data is from Reaction yield outcomes from USPTO patents with 853,638 reactions. The task is: Predict the reaction yield, written as a fraction of the theoretical maximum amount of product (1.0 means a 100% yield; for example, 0.34 means a 34% yield). The catalyst is CN(C=O)C. The yield is 0.250. The product is [F:9][C:10]([F:18])([F:19])[C:11]1[CH:12]=[C:13]([CH:14]=[CH:15][CH:16]=1)[NH:17][CH2:2][CH2:3][C:4]([O:6][CH2:7][CH3:8])=[O:5]. The reactants are Br[CH2:2][CH2:3][C:4]([O:6][CH2:7][CH3:8])=[O:5].[F:9][C:10]([F:19])([F:18])[C:11]1[CH:12]=[C:13]([NH2:17])[CH:14]=[CH:15][CH:16]=1.C([O-])([O-])=O.[K+].[K+].